This data is from Reaction yield outcomes from USPTO patents with 853,638 reactions. The task is: Predict the reaction yield, written as a fraction of the theoretical maximum amount of product (1.0 means a 100% yield; for example, 0.34 means a 34% yield). The reactants are [CH2:1]([O:8][C:9]([NH:11][CH:12]1[CH2:17][CH2:16][N:15](C(OC(C)(C)C)=O)[CH2:14][CH2:13]1)=[O:10])[C:2]1[CH:7]=[CH:6][CH:5]=[CH:4][CH:3]=1.Cl.[OH-].[Na+]. The catalyst is CO. The product is [NH:15]1[CH2:14][CH2:13][CH:12]([NH:11][C:9](=[O:10])[O:8][CH2:1][C:2]2[CH:7]=[CH:6][CH:5]=[CH:4][CH:3]=2)[CH2:17][CH2:16]1. The yield is 0.991.